From a dataset of Forward reaction prediction with 1.9M reactions from USPTO patents (1976-2016). Predict the product of the given reaction. (1) The product is: [CH3:1][C:2]1([CH3:16])[CH2:11][CH2:10][C:9]2[C:4](=[CH:5][CH:6]=[C:7]([S:12]([NH:23][C:21]3[N:20]([C:24]4[CH:33]=[CH:32][CH:31]=[C:30]5[C:25]=4[CH:26]=[CH:27][CH:28]=[N:29]5)[N:19]=[C:18]([CH3:17])[CH:22]=3)(=[O:14])=[O:13])[CH:8]=2)[O:3]1. Given the reactants [CH3:1][C:2]1([CH3:16])[CH2:11][CH2:10][C:9]2[C:4](=[CH:5][CH:6]=[C:7]([S:12](Cl)(=[O:14])=[O:13])[CH:8]=2)[O:3]1.[CH3:17][C:18]1[CH:22]=[C:21]([NH2:23])[N:20]([C:24]2[CH:33]=[CH:32][CH:31]=[C:30]3[C:25]=2[CH:26]=[CH:27][CH:28]=[N:29]3)[N:19]=1.ClCCl, predict the reaction product. (2) Given the reactants C(C1SC2C(=O)N(C3C=CC=C([B:20]4[O:24][C:23]([CH3:26])([CH3:25])[C:22]([CH3:28])([CH3:27])[O:21]4)C=3C)CC=2C=1)(C)(C)C.[C:30]([O:33][CH2:34][C:35]1[C:40]([N:41]2[CH2:49][C:48]3[C:43](=[CH:44][CH:45]=[C:46]([N:50]([CH3:52])[CH3:51])[CH:47]=3)[C:42]2=[O:53])=[CH:39][CH:38]=[CH:37][C:36]=1Br)(=[O:32])[CH3:31].B1(B2OC(C)(C)C(C)(C)O2)OC(C)(C)C(C)(C)O1, predict the reaction product. The product is: [C:30]([O:33][CH2:34][C:35]1[C:36]([B:20]2[O:24][C:23]([CH3:26])([CH3:25])[C:22]([CH3:28])([CH3:27])[O:21]2)=[CH:37][CH:38]=[CH:39][C:40]=1[N:41]1[CH2:49][C:48]2[C:43](=[CH:44][CH:45]=[C:46]([N:50]([CH3:52])[CH3:51])[CH:47]=2)[C:42]1=[O:53])(=[O:32])[CH3:31]. (3) Given the reactants CC1(C)CCCC(C)(C)N1.[Li]CCCC.[CH:16]1([C@H:20]([NH:22][C:23]2[N:31]=[C:30]([C:32]#[N:33])[N:29]=[C:28]3[C:24]=2[N:25]([CH2:34][C@H:35]2[CH2:40][CH2:39][C@H:38]([CH3:41])[CH2:37][CH2:36]2)[CH:26]=[N:27]3)[CH3:21])[CH2:19][CH2:18][CH2:17]1.[CH3:42][C:43]1([CH3:46])[CH2:45][O:44]1, predict the reaction product. The product is: [CH:16]1([C@H:20]([NH:22][C:23]2[N:31]=[C:30]([C:32]#[N:33])[N:29]=[C:28]3[C:24]=2[N:25]([CH2:34][C@H:35]2[CH2:36][CH2:37][C@H:38]([CH3:41])[CH2:39][CH2:40]2)[C:26]([CH2:42][C:43]([OH:44])([CH3:46])[CH3:45])=[N:27]3)[CH3:21])[CH2:19][CH2:18][CH2:17]1. (4) Given the reactants [OH-].[Na+].[CH2:3]([O:10][C:11]1[CH:18]=[CH:17][C:14]([CH:15]=O)=[CH:13][CH:12]=1)[C:4]1[CH:9]=[CH:8][CH:7]=[CH:6][CH:5]=1.[CH3:19][C:20]([CH:22]1[CH2:24][CH2:23]1)=[O:21], predict the reaction product. The product is: [CH2:3]([O:10][C:11]1[CH:18]=[CH:17][C:14](/[CH:15]=[CH:19]/[C:20]([CH:22]2[CH2:24][CH2:23]2)=[O:21])=[CH:13][CH:12]=1)[C:4]1[CH:9]=[CH:8][CH:7]=[CH:6][CH:5]=1. (5) Given the reactants [N:1]([O-:3])=O.[Na+].[OH:5][C:6]1[C:10](=[C:11]([O:18][CH3:19])[C:12]2[CH:17]=[CH:16][CH:15]=[CH:14][CH:13]=2)[NH:9][C:8](=[O:20])[CH:7]=1, predict the reaction product. The product is: [CH3:19][O:18][C:11]([C:12]1[CH:17]=[CH:16][CH:15]=[CH:14][CH:13]=1)=[C:10]1[NH:9][C:8](=[O:20])[C:7](=[N:1][OH:3])[C:6]1=[O:5].